Task: Predict the reaction yield, written as a fraction of the theoretical maximum amount of product (1.0 means a 100% yield; for example, 0.34 means a 34% yield).. Dataset: Reaction yield outcomes from USPTO patents with 853,638 reactions (1) The reactants are [N:1]1[CH:6]=[CH:5][C:4]([N:7]2[CH2:12][CH2:11][CH:10]([C:13](OCC)=[O:14])[CH2:9][CH2:8]2)=[N:3][CH:2]=1.[BH4-].[Na+]. The catalyst is CO.ClCCl. The product is [N:1]1[CH:6]=[CH:5][C:4]([N:7]2[CH2:12][CH2:11][CH:10]([CH2:13][OH:14])[CH2:9][CH2:8]2)=[N:3][CH:2]=1. The yield is 0.650. (2) The reactants are [C:1]1([CH:8]=[CH:7][C:5]([OH:6])=[CH:4][CH:3]=1)[OH:2].[Cl:9][CH2:10][C:11](Cl)=[O:12]. No catalyst specified. The product is [Cl:9][CH2:10][C:11]([O:2][C:1]1[CH:8]=[CH:7][C:5]([O:6][C:11](=[O:12])[CH2:10][Cl:9])=[CH:4][CH:3]=1)=[O:12]. The yield is 0.460.